Dataset: Forward reaction prediction with 1.9M reactions from USPTO patents (1976-2016). Task: Predict the product of the given reaction. Given the reactants [CH3:1][O:2][C:3]([C:5]1[S:14][C:8]2=[CH:9][N:10]=[CH:11][C:12](Br)=[C:7]2[CH:6]=1)=[O:4].[CH2:15]([Sn](CCCC)(CCCC)C=C)[CH2:16]CC, predict the reaction product. The product is: [CH3:1][O:2][C:3]([C:5]1[S:14][C:8]2=[CH:9][N:10]=[CH:11][C:12]([CH:15]=[CH2:16])=[C:7]2[CH:6]=1)=[O:4].